This data is from Reaction yield outcomes from USPTO patents with 853,638 reactions. The task is: Predict the reaction yield, written as a fraction of the theoretical maximum amount of product (1.0 means a 100% yield; for example, 0.34 means a 34% yield). The reactants are [C:1]([CH2:5][C:6](Cl)=[O:7])([CH3:4])([CH3:3])[CH3:2].[CH2:9]([C:11]1[CH:12]=[CH:13][CH:14]=[C:15]([CH3:18])[C:16]=1N)[CH3:10].C([N:21](CC)CC)C.C(OCC)(=O)C. The catalyst is C1COCC1. The product is [CH2:9]([C:11]1[CH:12]=[CH:13][CH:14]=[C:15]([CH3:18])[C:16]=1[CH:5]([C:1]([CH3:4])([CH3:3])[CH3:2])[C:6]([NH2:21])=[O:7])[CH3:10]. The yield is 0.850.